Dataset: Reaction yield outcomes from USPTO patents with 853,638 reactions. Task: Predict the reaction yield, written as a fraction of the theoretical maximum amount of product (1.0 means a 100% yield; for example, 0.34 means a 34% yield). (1) The reactants are C([O:3][C:4]([C:6]1[N:7]=[N:8][C:9]([O:12][CH2:13][C:14]2[C:15]([C:20]3[CH:25]=[CH:24][CH:23]=[C:22]([F:26])[CH:21]=3)=[N:16][O:17][C:18]=2[CH3:19])=[CH:10][CH:11]=1)=O)C.[CH:27]([NH2:30])([CH3:29])[CH3:28]. No catalyst specified. The product is [CH:27]([NH:30][C:4]([C:6]1[N:7]=[N:8][C:9]([O:12][CH2:13][C:14]2[C:15]([C:20]3[CH:25]=[CH:24][CH:23]=[C:22]([F:26])[CH:21]=3)=[N:16][O:17][C:18]=2[CH3:19])=[CH:10][CH:11]=1)=[O:3])([CH3:29])[CH3:28]. The yield is 0.390. (2) The reactants are [F:1][C:2]1[CH:7]=[C:6]([C:8]2[C:9]([C:17](=[O:19])[CH3:18])=[N:10][N:11]3[CH:16]=[CH:15][CH:14]=[CH:13][C:12]=23)[CH:5]=[CH:4][N:3]=1.[Br:20]Br.C(OCC)(=O)C. The catalyst is C(O)(=O)C. The product is [Br:20][CH2:18][C:17]([C:9]1[C:8]([C:6]2[CH:5]=[CH:4][N:3]=[C:2]([F:1])[CH:7]=2)=[C:12]2[CH:13]=[CH:14][CH:15]=[CH:16][N:11]2[N:10]=1)=[O:19]. The yield is 0.640.